Dataset: Full USPTO retrosynthesis dataset with 1.9M reactions from patents (1976-2016). Task: Predict the reactants needed to synthesize the given product. (1) Given the product [Cl:29][CH2:19][C:2]([C@@H:4]1[CH2:9][C:8]([F:11])([F:10])[CH2:7][CH2:6][C@H:5]1[C:12]([O:14][C:15]([CH3:18])([CH3:17])[CH3:16])=[O:13])=[O:3], predict the reactants needed to synthesize it. The reactants are: Cl[C:2]([C@@H:4]1[CH2:9][C:8]([F:11])([F:10])[CH2:7][CH2:6][C@H:5]1[C:12]([O:14][C:15]([CH3:18])([CH3:17])[CH3:16])=[O:13])=[O:3].[C:19](#N)C.C[Si](C=[N+]=[N-])(C)C.[ClH:29]. (2) The reactants are: [CH3:1][O:2][C:3]1[CH:8]=[CH:7][C:6]([S:9]([C:12]2[C:13](O)=[N:14][C:15]([CH3:18])=[N:16][CH:17]=2)(=[O:11])=[O:10])=[CH:5][CH:4]=1.P(Cl)(Cl)([Cl:22])=O. Given the product [Cl:22][C:13]1[C:12]([S:9]([C:6]2[CH:7]=[CH:8][C:3]([O:2][CH3:1])=[CH:4][CH:5]=2)(=[O:11])=[O:10])=[CH:17][N:16]=[C:15]([CH3:18])[N:14]=1, predict the reactants needed to synthesize it. (3) Given the product [CH:1]1([N:6]2[C:14]3[CH:13]=[CH:12][NH:11][C:10](=[O:15])[C:9]=3[C:8]([C:16]3[CH:17]=[C:18]([C:21]#[N:23])[S:19][CH:20]=3)=[N:7]2)[CH2:2][CH2:3][CH2:4][CH2:5]1, predict the reactants needed to synthesize it. The reactants are: [CH:1]1([N:6]2[C:14]3[CH:13]=[CH:12][NH:11][C:10](=[O:15])[C:9]=3[C:8]([C:16]3[CH:17]=[C:18]([C:21]([NH2:23])=O)[S:19][CH:20]=3)=[N:7]2)[CH2:5][CH2:4][CH2:3][CH2:2]1.FC(F)(F)C(OC(=O)C(F)(F)F)=O.O. (4) Given the product [Si:21]([O:1][C:2]1[CH:7]=[CH:6][C:5]([N+:8]([O-:10])=[O:9])=[CH:4][C:3]=1[NH:11][C:12](=[O:20])[CH2:13][N:14]1[CH2:19][CH2:18][O:17][CH2:16][CH2:15]1)([C:24]([CH3:27])([CH3:26])[CH3:25])([CH3:23])[CH3:22], predict the reactants needed to synthesize it. The reactants are: [OH:1][C:2]1[CH:7]=[CH:6][C:5]([N+:8]([O-:10])=[O:9])=[CH:4][C:3]=1[NH:11][C:12](=[O:20])[CH2:13][N:14]1[CH2:19][CH2:18][O:17][CH2:16][CH2:15]1.[Si:21](Cl)([C:24]([CH3:27])([CH3:26])[CH3:25])([CH3:23])[CH3:22].C(N(CC)CC)C.